Dataset: Full USPTO retrosynthesis dataset with 1.9M reactions from patents (1976-2016). Task: Predict the reactants needed to synthesize the given product. (1) The reactants are: [CH3:1][O:2][C:3]1[CH:8]=[CH:7][CH:6]=[CH:5][C:4]=1[N:9]1[CH2:15][C:14]2[CH:16]=[CH:17][C:18]([C:20](OC)=[O:21])=[CH:19][C:13]=2[O:12][CH2:11][C@@H:10]1[CH3:24].[NH2:25][OH:26].[OH-].[Na+]. Given the product [OH:26][NH:25][C:20]([C:18]1[CH:17]=[CH:16][C:14]2[CH2:15][N:9]([C:4]3[CH:5]=[CH:6][CH:7]=[CH:8][C:3]=3[O:2][CH3:1])[C@@H:10]([CH3:24])[CH2:11][O:12][C:13]=2[CH:19]=1)=[O:21], predict the reactants needed to synthesize it. (2) Given the product [OH:1][C:2]1[CH:3]=[C:4]([C:10]2=[CH:11][C:12](=[O:27])[CH2:13][CH2:14][C:15]3[C:20]([O:21][CH3:22])=[C:19]([O:23][CH3:24])[C:18]([O:25][CH3:26])=[CH:17][C:16]2=3)[CH:5]=[CH:6][C:7]=1[O:8][CH3:9], predict the reactants needed to synthesize it. The reactants are: [OH:1][C:2]1[CH:3]=[C:4]([C:10]2=[CH:11][CH:12]([OH:27])[CH2:13][CH2:14][C:15]3[C:20]([O:21][CH3:22])=[C:19]([O:23][CH3:24])[C:18]([O:25][CH3:26])=[CH:17][C:16]2=3)[CH:5]=[CH:6][C:7]=1[O:8][CH3:9].[Cr](O[Cr]([O-])(=O)=O)([O-])(=O)=O.[NH+]1C=CC=CC=1.[NH+]1C=CC=CC=1. (3) Given the product [NH2:22][C:19]([C:16]1[CH:15]=[CH:14][C:13]([C:7]2[C:6]([C:23]3[S:24][CH:25]=[CH:26][CH:27]=3)=[CH:5][C:4]3[C:3](=[O:2])[NH:12][CH:11]=[CH:10][C:9]=3[N:8]=2)=[CH:18][CH:17]=1)([CH3:21])[CH3:20], predict the reactants needed to synthesize it. The reactants are: C[O:2][C:3]1[N:12]=[CH:11][CH:10]=[C:9]2[C:4]=1[CH:5]=[C:6]([C:23]1[S:24][CH:25]=[CH:26][CH:27]=1)[C:7]([C:13]1[CH:18]=[CH:17][C:16]([C:19]([NH2:22])([CH3:21])[CH3:20])=[CH:15][CH:14]=1)=[N:8]2.Cl. (4) The reactants are: C([O:4][C@H:5]([C@H:8]([C@@H:10]([CH2:12][OH:13])[OH:11])[OH:9])[CH2:6][OH:7])C=C.CO.C([O-])(=O)C.[Na+]. Given the product [CH2:6]([OH:7])[C@@H:5]([C@H:8]([C@@H:10]([CH2:12][OH:13])[OH:11])[OH:9])[OH:4], predict the reactants needed to synthesize it. (5) Given the product [O:46]=[S:43]1(=[O:47])[CH2:44][CH2:45][N:40]([C:2]2[CH:3]=[CH:4][C:5]([NH:13][C:14]3[C:19]([C:20]([F:23])([F:22])[F:21])=[CH:18][N:17]=[C:16]([NH:24][C:25]4[CH:39]=[CH:38][C:28]([CH2:29][P:30](=[O:37])([O:34][CH2:35][CH3:36])[O:31][CH2:32][CH3:33])=[CH:27][CH:26]=4)[N:15]=3)=[C:6]3[C:10]=2[CH2:9][N:8]([CH3:11])[C:7]3=[O:12])[CH2:41][CH2:42]1, predict the reactants needed to synthesize it. The reactants are: Br[C:2]1[CH:3]=[CH:4][C:5]([NH:13][C:14]2[C:19]([C:20]([F:23])([F:22])[F:21])=[CH:18][N:17]=[C:16]([NH:24][C:25]3[CH:39]=[CH:38][C:28]([CH2:29][P:30](=[O:37])([O:34][CH2:35][CH3:36])[O:31][CH2:32][CH3:33])=[CH:27][CH:26]=3)[N:15]=2)=[C:6]2[C:10]=1[CH2:9][N:8]([CH3:11])[C:7]2=[O:12].[NH:40]1[CH2:45][CH2:44][S:43](=[O:47])(=[O:46])[CH2:42][CH2:41]1.C([O-])([O-])=O.[Cs+].[Cs+].[O-]P([O-])([O-])=O.[K+].[K+].[K+]. (6) Given the product [CH3:15][C@@H:16]([NH:26][CH2:27][C@H:28]([OH:39])[C:29]1[CH:34]=[CH:33][C:32]([OH:35])=[C:31]([NH:36][CH:37]=[O:38])[CH:30]=1)[CH2:17][C:18]1[CH:23]=[CH:22][C:21]([O:24][CH3:25])=[CH:20][CH:19]=1.[CH:6]([OH:7])([C:5]([OH:14])=[O:13])[CH:8]([OH:9])[C:10]([OH:12])=[O:11], predict the reactants needed to synthesize it. The reactants are: C(O)(C)C.[C:5]([OH:14])(=[O:13])[C@@H:6]([C@H:8]([C:10]([OH:12])=[O:11])[OH:9])[OH:7].[CH3:15][C@@H:16]([NH:26][CH2:27][C@H:28]([OH:39])[C:29]1[CH:34]=[CH:33][C:32]([OH:35])=[C:31]([NH:36][CH:37]=[O:38])[CH:30]=1)[CH2:17][C:18]1[CH:23]=[CH:22][C:21]([O:24][CH3:25])=[CH:20][CH:19]=1. (7) The reactants are: [OH:1][C:2]1[CH:11]=[C:10]2[C:5]([CH:6]([CH2:12][C:13]([O:15][CH3:16])=[O:14])[CH2:7][O:8][CH2:9]2)=[CH:4][CH:3]=1.[F:17][C:18]([F:34])([F:33])[C:19]1[CH:24]=[CH:23][C:22]([C:25]2[CH:26]=[C:27]([CH:30]=[CH:31][CH:32]=2)[CH2:28]Br)=[CH:21][CH:20]=1.C([O-])([O-])=O.[K+].[K+]. Given the product [F:17][C:18]([F:33])([F:34])[C:19]1[CH:24]=[CH:23][C:22]([C:25]2[CH:26]=[C:27]([CH:30]=[CH:31][CH:32]=2)[CH2:28][O:1][C:2]2[CH:11]=[C:10]3[C:5]([CH:6]([CH2:12][C:13]([O:15][CH3:16])=[O:14])[CH2:7][O:8][CH2:9]3)=[CH:4][CH:3]=2)=[CH:21][CH:20]=1, predict the reactants needed to synthesize it.